From a dataset of Catalyst prediction with 721,799 reactions and 888 catalyst types from USPTO. Predict which catalyst facilitates the given reaction. (1) Reactant: [NH2:1][C:2]1[CH:10]=[CH:9][C:8]([Br:11])=[CH:7][C:3]=1[C:4]([NH2:6])=[O:5].C(N(CC)CC)C.[I:19][C:20]1[CH:28]=[CH:27][C:23]([C:24](Cl)=O)=[CH:22][CH:21]=1. Product: [Br:11][C:8]1[CH:7]=[C:3]2[C:2](=[CH:10][CH:9]=1)[N:1]=[C:24]([C:23]1[CH:27]=[CH:28][C:20]([I:19])=[CH:21][CH:22]=1)[N:6]=[C:4]2[OH:5]. The catalyst class is: 4. (2) Reactant: [CH3:1][O:2][C:3]1[CH:44]=[C:43]([O:45][CH3:46])[CH:42]=[C:41]([O:47][CH3:48])[C:4]=1/[CH:5]=[CH:6]/[CH:7]([S:16]([CH:18](/[CH:27]=[CH:28]/[C:29]1[C:34]([O:35][CH3:36])=[CH:33][C:32]([O:37][CH3:38])=[CH:31][C:30]=1[O:39][CH3:40])[C:19]1[CH:24]=[CH:23][C:22]([O:25][CH3:26])=[CH:21][CH:20]=1)=[O:17])[C:8]1[CH:13]=[CH:12][C:11]([O:14][CH3:15])=[CH:10][CH:9]=1.[OH:49]O. Product: [CH3:36][O:35][C:34]1[CH:33]=[C:32]([O:37][CH3:38])[CH:31]=[C:30]([O:39][CH3:40])[C:29]=1/[CH:28]=[CH:27]/[CH:18]([S:16]([CH:7](/[CH:6]=[CH:5]/[C:4]1[C:41]([O:47][CH3:48])=[CH:42][C:43]([O:45][CH3:46])=[CH:44][C:3]=1[O:2][CH3:1])[C:8]1[CH:13]=[CH:12][C:11]([O:14][CH3:15])=[CH:10][CH:9]=1)(=[O:49])=[O:17])[C:19]1[CH:20]=[CH:21][C:22]([O:25][CH3:26])=[CH:23][CH:24]=1. The catalyst class is: 15. (3) Reactant: [CH3:1][O:2][C:3](=[O:14])[C:4]1[CH:9]=[CH:8][C:7]([CH:10]=[CH:11][O:12]C)=[CH:6][CH:5]=1.Cl. Product: [CH3:1][O:2][C:3](=[O:14])[C:4]1[CH:9]=[CH:8][C:7]([CH2:10][CH:11]=[O:12])=[CH:6][CH:5]=1. The catalyst class is: 20. (4) Reactant: [NH2:1][C:2]1[C:3]([CH:8]=O)=[N:4][CH:5]=[CH:6][CH:7]=1.[CH3:10][S:11]([C:14]1[CH:19]=[CH:18][CH:17]=[CH:16][C:15]=1[C:20](=O)[CH2:21][C:22]([O:24][CH3:25])=[O:23])(=[O:13])=[O:12].O.O.O.O.O.O.O.[Cl-].[Ce+3].[Cl-].[Cl-]. Product: [CH3:10][S:11]([C:14]1[CH:19]=[CH:18][CH:17]=[CH:16][C:15]=1[C:20]1[C:21]([C:22]([O:24][CH3:25])=[O:23])=[CH:8][C:3]2[C:2](=[CH:7][CH:6]=[CH:5][N:4]=2)[N:1]=1)(=[O:13])=[O:12]. The catalyst class is: 5.